This data is from NCI-60 drug combinations with 297,098 pairs across 59 cell lines. The task is: Regression. Given two drug SMILES strings and cell line genomic features, predict the synergy score measuring deviation from expected non-interaction effect. Drug 1: CCN(CC)CCNC(=O)C1=C(NC(=C1C)C=C2C3=C(C=CC(=C3)F)NC2=O)C. Drug 2: CC1=C(C(=O)C2=C(C1=O)N3CC4C(C3(C2COC(=O)N)OC)N4)N. Cell line: COLO 205. Synergy scores: CSS=40.4, Synergy_ZIP=0.604, Synergy_Bliss=0.487, Synergy_Loewe=-9.33, Synergy_HSA=4.31.